From a dataset of Full USPTO retrosynthesis dataset with 1.9M reactions from patents (1976-2016). Predict the reactants needed to synthesize the given product. (1) Given the product [C:32](#[N:33])[C:26]1[C:27](=[CH:30][CH:31]=[CH:24][CH:25]=1)[C:28]#[N:29], predict the reactants needed to synthesize it. The reactants are: C1(O)C=CC(C2C=CC(O)=CC=2)=CC=1.C([O-])([O-])=O.[K+].[K+].[N+]([C:24]1[CH:25]=[C:26]([C:32]#[N:33])[C:27](=[CH:30][CH:31]=1)[C:28]#[N:29])([O-])=O.Cl. (2) Given the product [Cl:35][C:31]1[CH:30]=[CH:10][C:9]([F:11])=[CH:8][C:7]=1[C:3]([NH:24][C:23]1[CH:22]=[CH:21][C:16]([C:17]([O:19][CH3:20])=[O:18])=[CH:15][C:14]=1[O:13][CH3:12])=[O:32], predict the reactants needed to synthesize it. The reactants are: ClC1[CH:10]=[C:9]([F:11])[CH:8]=[CH:7][C:3]=1C(O)=O.[CH3:12][O:13][C:14]1[CH:15]=[C:16]([CH:21]=[CH:22][C:23]=1[NH2:24])[C:17]([O:19][CH3:20])=[O:18].C(N([CH2:30][CH3:31])CC)C.[OH2:32].S(Cl)([Cl:35])=O. (3) Given the product [CH3:8][N:6]1[C:5](=[O:9])[N:4]([CH3:10])[C:3](=[O:11])[C:2]([N:19]2[CH2:20][CH2:21][CH:17]([O:16][C:15]3[CH:22]=[CH:23][CH:24]=[CH:25][C:14]=3[C:13]([F:12])([F:27])[F:26])[CH2:18]2)=[N:7]1.[CH2:15]([OH:16])[CH2:14][CH2:25][CH3:24], predict the reactants needed to synthesize it. The reactants are: Br[C:2]1[C:3](=[O:11])[N:4]([CH3:10])[C:5](=[O:9])[N:6]([CH3:8])[N:7]=1.[F:12][C:13]([F:27])([F:26])[C:14]1[CH:25]=[CH:24][CH:23]=[CH:22][C:15]=1[O:16][CH:17]1[CH2:21][CH2:20][NH:19][CH2:18]1. (4) Given the product [O:29]=[C:27]1[NH:26][C:25](=[O:30])[CH:24]([CH2:23][C:22]2[CH:31]=[CH:32][C:19]([O:18][CH2:17][C:15]3[N:14]([CH3:33])[C:13]4[CH:34]=[C:9]([O:8][C:7]5[CH:35]=[CH:36][C:4]([NH:3][S:38]([CH3:37])(=[O:40])=[O:39])=[CH:5][CH:6]=5)[CH:10]=[CH:11][C:12]=4[N:16]=3)=[CH:20][CH:21]=2)[S:28]1, predict the reactants needed to synthesize it. The reactants are: Cl.Cl.[NH2:3][C:4]1[CH:36]=[CH:35][C:7]([O:8][C:9]2[CH:10]=[CH:11][C:12]3[N:16]=[C:15]([CH2:17][O:18][C:19]4[CH:32]=[CH:31][C:22]([CH2:23][CH:24]5[S:28][C:27](=[O:29])[NH:26][C:25]5=[O:30])=[CH:21][CH:20]=4)[N:14]([CH3:33])[C:13]=3[CH:34]=2)=[CH:6][CH:5]=1.[CH3:37][S:38](Cl)(=[O:40])=[O:39].C(N(CC)CC)C. (5) Given the product [CH3:23][C:17]1[S:16][C:15]([NH:14][C:28](=[O:29])[CH2:27][CH2:26][C:25]([F:32])([F:31])[F:24])=[C:19]([C:20]([NH2:22])=[O:21])[CH:18]=1, predict the reactants needed to synthesize it. The reactants are: C(N(CC)CC)C.C(OCC)(=O)C.[NH2:14][C:15]1[S:16][C:17]([CH3:23])=[CH:18][C:19]=1[C:20]([NH2:22])=[O:21].[F:24][C:25]([F:32])([F:31])[CH2:26][CH2:27][C:28](Cl)=[O:29]. (6) The reactants are: [CH3:1][O:2][CH2:3][NH:4][C:5]([C:7]1[CH:8]=[C:9]2[C:14](=[CH:15][CH:16]=1)[N:13]=[CH:12][N:11]=[C:10]2O)=[O:6].C(N(CC)CC)C.P(Cl)(Cl)([Cl:27])=O.C(=O)(O)[O-].[Na+]. Given the product [CH3:1][O:2][CH2:3][NH:4][C:5]([C:7]1[CH:8]=[C:9]2[C:14](=[CH:15][CH:16]=1)[N:13]=[CH:12][N:11]=[C:10]2[Cl:27])=[O:6], predict the reactants needed to synthesize it.